From a dataset of Full USPTO retrosynthesis dataset with 1.9M reactions from patents (1976-2016). Predict the reactants needed to synthesize the given product. (1) Given the product [Cl:19][CH2:18][C:17]1[N:3]=[N:2][C:4]2[C:5](=[C:6]([NH2:11])[N:7]=[C:8]([NH2:10])[N:9]=2)[N:12]=1, predict the reactants needed to synthesize it. The reactants are: Cl.[NH:2]([C:4]1[N:9]=[C:8]([NH2:10])[N:7]=[C:6]([NH2:11])[C:5]=1[N:12]=O)[NH2:3].C(O[CH:17](OCC)[CH2:18][Cl:19])C. (2) Given the product [Cl:28][C:29]1[CH:34]=[CH:33][C:32]([CH2:35][N:36]2[C:37]([CH:19]([NH:9][CH2:8][CH2:7][CH2:6][N:1]3[CH:5]=[CH:4][N:3]=[CH:2]3)[C:15]3[CH:14]=[C:13]4[C:18](=[CH:17][CH:16]=3)[NH:10][CH:11]=[CH:12]4)=[N:27][N:26]=[N:25]2)=[CH:31][CH:30]=1, predict the reactants needed to synthesize it. The reactants are: [N:1]1([CH2:6][CH2:7][CH2:8][NH2:9])[CH:5]=[CH:4][N:3]=[CH:2]1.[NH:10]1[C:18]2[C:13](=[CH:14][C:15]([CH:19]=O)=[CH:16][CH:17]=2)[CH:12]=[CH:11]1.C[Si]([N:25]=[N+:26]=[N-:27])(C)C.[Cl:28][C:29]1[CH:34]=[CH:33][C:32]([CH2:35][N+:36]#[C-:37])=[CH:31][CH:30]=1. (3) Given the product [CH2:28]([NH:30][C:31]([N:9]1[C@H:6]2[CH2:7][CH2:8][C@@H:2]1[CH2:3][N:4]([C:10]1[CH:15]=[CH:14][N:13]=[C:12]([NH:16][C:17]3[CH:22]=[N:21][C:20]([C:23](=[O:24])[NH:25][CH3:26])=[C:19]([CH3:27])[CH:18]=3)[N:11]=1)[CH2:5]2)=[O:32])[CH3:29], predict the reactants needed to synthesize it. The reactants are: Cl.[C@@H:2]12[NH:9][C@@H:6]([CH2:7][CH2:8]1)[CH2:5][N:4]([C:10]1[CH:15]=[CH:14][N:13]=[C:12]([NH:16][C:17]3[CH:18]=[C:19]([CH3:27])[C:20]([C:23]([NH:25][CH3:26])=[O:24])=[N:21][CH:22]=3)[N:11]=1)[CH2:3]2.[CH2:28]([NH:30][C:31](N1C=CN=C1)=[O:32])[CH3:29]. (4) Given the product [NH2:9][C:3]1[N:4]=[CH:5][N:6]=[C:7]([NH:25][CH:26]2[CH2:27][C:28]3([CH2:29][N:30]([C:32](=[O:34])[C:40]#[CH:41])[CH2:31]3)[CH2:39]2)[C:2]=1[C:20]1[CH:19]=[N:18][N:17]([CH2:10][C:11]2[CH:16]=[CH:15][CH:14]=[CH:13][CH:12]=2)[CH:21]=1, predict the reactants needed to synthesize it. The reactants are: Cl[C:2]1[C:3]([NH2:9])=[N:4][CH:5]=[N:6][C:7]=1Cl.[CH2:10]([N:17]1[CH:21]=[C:20](B(O)O)[CH:19]=[N:18]1)[C:11]1[CH:16]=[CH:15][CH:14]=[CH:13][CH:12]=1.[NH2:25][CH:26]1[CH2:39][C:28]2([CH2:31][N:30]([C:32]([O:34]C(C)(C)C)=O)[CH2:29]2)[CH2:27]1.[C:40](O)(=O)[C:41]#C.